This data is from TCR-epitope binding with 47,182 pairs between 192 epitopes and 23,139 TCRs. The task is: Binary Classification. Given a T-cell receptor sequence (or CDR3 region) and an epitope sequence, predict whether binding occurs between them. (1) The epitope is TPQDLNTML. The TCR CDR3 sequence is CASSLSDVSWNTEAFF. Result: 1 (the TCR binds to the epitope). (2) The epitope is TSDLATNNLVVMAY. The TCR CDR3 sequence is CASSLMGVADTQYF. Result: 0 (the TCR does not bind to the epitope). (3) The epitope is GTSGSPIINR. The TCR CDR3 sequence is CASSQLAGIVDTQYF. Result: 1 (the TCR binds to the epitope). (4) The TCR CDR3 sequence is CSALVKYKNTEAFF. The epitope is PKYVKQNTLKLAT. Result: 1 (the TCR binds to the epitope). (5) The epitope is SEVGPEHSLAEY. The TCR CDR3 sequence is CASIKMGSGTQYF. Result: 0 (the TCR does not bind to the epitope).